Dataset: Full USPTO retrosynthesis dataset with 1.9M reactions from patents (1976-2016). Task: Predict the reactants needed to synthesize the given product. (1) Given the product [CH3:3][O:4][C:5]([CH:7]1[CH2:14][CH:13]2[CH:15]([N:16]3[CH2:20][CH:19]([CH2:21][O:22][C:27]4[CH:34]=[CH:33][C:30]([C:31]#[N:32])=[CH:29][N:28]=4)[C:18]([CH3:23])([CH3:24])[C:17]3=[O:25])[CH:9]([CH2:10][CH2:11][CH2:12]2)[CH2:8]1)=[O:6], predict the reactants needed to synthesize it. The reactants are: [H-].[Na+].[CH3:3][O:4][C:5]([CH:7]1[CH2:14][CH:13]2[CH:15]([N:16]3[CH2:20][CH:19]([CH2:21][OH:22])[C:18]([CH3:24])([CH3:23])[C:17]3=[O:25])[CH:9]([CH2:10][CH2:11][CH2:12]2)[CH2:8]1)=[O:6].Cl[C:27]1[CH:34]=[CH:33][C:30]([C:31]#[N:32])=[CH:29][N:28]=1. (2) Given the product [CH3:5][O:4][C:2]([NH:6][C:7]1[CH:15]=[CH:14][C:13]([C:46]2[CH:47]=[C:48]3[C:40]([C:35]4[CH:36]=[CH:37][CH:38]=[CH:39][C:34]=4[O:33][CH3:32])=[CH:41][N:42]([S:58]([C:61]4[CH:62]=[CH:63][C:64]([CH3:67])=[CH:65][CH:66]=4)(=[O:60])=[O:59])[C:43]3=[N:44][CH:45]=2)=[CH:12][C:8]=1[C:9]([OH:11])=[O:10])=[O:3], predict the reactants needed to synthesize it. The reactants are: Cl[C:2]([O:4][CH3:5])=[O:3].[NH2:6][C:7]1[CH:15]=[CH:14][C:13](I)=[CH:12][C:8]=1[C:9]([OH:11])=[O:10].C(N(C(C)C)CC)(C)C.C(=O)([O-])[O-].[K+].[K+].[CH3:32][O:33][C:34]1[CH:39]=[CH:38][CH:37]=[CH:36][C:35]=1[C:40]1[C:48]2[C:43](=[N:44][CH:45]=[C:46](B3OC(C)(C)C(C)(C)O3)[CH:47]=2)[N:42]([S:58]([C:61]2[CH:66]=[CH:65][C:64]([CH3:67])=[CH:63][CH:62]=2)(=[O:60])=[O:59])[CH:41]=1.